Dataset: Full USPTO retrosynthesis dataset with 1.9M reactions from patents (1976-2016). Task: Predict the reactants needed to synthesize the given product. Given the product [ClH:9].[NH2:10][C:11]1[C:20]2[C:15](=[CH:16][C:17]([O:23][CH3:24])=[C:18]([O:21][CH3:22])[CH:19]=2)[N:14]=[C:13]([N:25]2[CH2:30][CH2:29][N:28]([C:7]([C:5]3[O:4][N:3]=[C:2]([CH3:1])[CH:6]=3)=[O:8])[CH2:27][CH2:26]2)[N:12]=1, predict the reactants needed to synthesize it. The reactants are: [CH3:1][C:2]1[CH:6]=[C:5]([C:7]([Cl:9])=[O:8])[O:4][N:3]=1.[NH2:10][C:11]1[C:20]2[C:15](=[CH:16][C:17]([O:23][CH3:24])=[C:18]([O:21][CH3:22])[CH:19]=2)[N:14]=[C:13]([N:25]2[CH2:30][CH2:29][NH:28][CH2:27][CH2:26]2)[N:12]=1.